From a dataset of Antibody paratope prediction from SAbDab with 1,023 antibody chains. Token-level Classification. Given an antibody amino acid sequence, predict which amino acid positions are active in antigen binding. Output is a list of indices for active paratope positions. (1) Given the antibody sequence: VQLVESGGGLVQPGGSLRLSCAASGFTVSSNYMSWVRQAPGKGLEWVSVIYSGGSTYYADSVKGRFTISRDNSKNTLYLQMNSLRAEDTAVYYCAREGPGDSIDYWGKGTLVTVSS, which amino acid positions are active in antigen binding (paratope)? The paratope positions are: [81, 82, 83, 102]. (2) Given the antibody sequence: EVLTQTPSSVSAAVGGTVTINCQASQSVYNKNYLAWYQQKPGQPPKRLIYSASTLASGVSSRFKGSGSGTQFTLTISDVQCDDVATYYCLGSYDCNRAECHAFGGGTKVVVE, which amino acid positions are active in antigen binding (paratope)? The paratope positions are: [29, 30, 96, 97, 98, 99]. (3) Given the antibody sequence: VQLQESGPSLVKPSQTLSLTCSVTGDSITSDYWSWIRKFPGNKLEYMGYISYSGSTYYHPSLKSRISITRDTSKNQYYLQLNSVTTEDTATYYCARWEMDYWGQGTSVTVSS, which amino acid positions are active in antigen binding (paratope)? The paratope positions are: [51, 52, 81, 82, 83].